This data is from Reaction yield outcomes from USPTO patents with 853,638 reactions. The task is: Predict the reaction yield, written as a fraction of the theoretical maximum amount of product (1.0 means a 100% yield; for example, 0.34 means a 34% yield). (1) The reactants are [CH3:1][O:2][C:3](=[O:30])[CH2:4][CH2:5][C:6]([C:8]1[C:13](OS(C(F)(F)F)(=O)=O)=[CH:12][C:11]([O:22][CH:23]2[CH2:28][CH2:27][CH2:26][CH2:25][O:24]2)=[CH:10][C:9]=1[CH3:29])=[O:7].[B:31]1([B:31]2[O:35][C:34]([CH3:37])([CH3:36])[C:33]([CH3:39])([CH3:38])[O:32]2)[O:35][C:34]([CH3:37])([CH3:36])[C:33]([CH3:39])([CH3:38])[O:32]1.CC([O-])=O.[K+]. The catalyst is O1CCOCC1.C1C=CC(P(C2C=CC=CC=2)[C-]2C=CC=C2)=CC=1.C1C=CC(P(C2C=CC=CC=2)[C-]2C=CC=C2)=CC=1.Cl[Pd]Cl.[Fe+2]. The product is [CH3:1][O:2][C:3](=[O:30])[CH2:4][CH2:5][C:6]([C:8]1[C:13]([B:31]2[O:35][C:34]([CH3:37])([CH3:36])[C:33]([CH3:39])([CH3:38])[O:32]2)=[CH:12][C:11]([O:22][CH:23]2[CH2:28][CH2:27][CH2:26][CH2:25][O:24]2)=[CH:10][C:9]=1[CH3:29])=[O:7]. The yield is 0.470. (2) The reactants are [C:1]([O-:4])([O-])=O.[Cs+].[Cs+].[Cl:7][C:8]1[C:23]([Cl:24])=[CH:22][C:11]([C:12]([NH:14][C:15]2[CH:20]=[CH:19][NH:18][C:17](=[O:21])[CH:16]=2)=[O:13])=[C:10](F)[CH:9]=1.[F:26][C:27]1[CH:32]=[CH:31][C:30]([OH:33])=[CH:29][C:28]=1OC. The catalyst is CN1C(=O)CCC1. The product is [Cl:7][C:8]1[C:23]([Cl:24])=[CH:22][C:11]([C:12]([NH:14][C:15]2[CH:20]=[CH:19][NH:18][C:17](=[O:21])[CH:16]=2)=[O:13])=[C:10]([O:33][C:30]2[CH:31]=[CH:32][C:27]([F:26])=[CH:28][C:29]=2[O:4][CH3:1])[CH:9]=1. The yield is 0.300. (3) The reactants are [F:1][C:2]([F:23])([F:22])[C:3]1[CH:4]=[C:5]([C:13](=O)[CH2:14][C:15](=O)[C:16]([F:19])([F:18])[F:17])[CH:6]=[CH:7][C:8]=1[C:9]([F:12])([F:11])[F:10].[NH2:24][C:25]1[C:29]([C:30]2[CH:35]=[CH:34][N:33]=[CH:32][CH:31]=2)=[CH:28][NH:27][N:26]=1. No catalyst specified. The product is [F:1][C:2]([F:23])([F:22])[C:3]1[CH:4]=[C:5]([C:13]2[CH:14]=[C:15]([C:16]([F:19])([F:18])[F:17])[N:26]3[N:27]=[CH:28][C:29]([C:30]4[CH:35]=[CH:34][N:33]=[CH:32][CH:31]=4)=[C:25]3[N:24]=2)[CH:6]=[CH:7][C:8]=1[C:9]([F:12])([F:11])[F:10]. The yield is 0.350. (4) The reactants are [CH3:1][C@@H:2]1[C@H:4]([C:5]2[CH:10]=[CH:9][CH:8]=[CH:7][CH:6]=2)[C@:3]1([NH:14][S:15]([C:18]1[S:19][C:20]([N:23]2[CH:27]=[C:26]([C:28]#[C:29][Si](C)(C)C)[CH:25]=[N:24]2)=[CH:21][CH:22]=1)(=[O:17])=[O:16])[C:11]([OH:13])=[O:12].C(=O)([O-])[O-].[K+].[K+].S([O-])(O)(=O)=O.[K+]. The catalyst is CO. The product is [C:28]([C:26]1[CH:25]=[N:24][N:23]([C:20]2[S:19][C:18]([S:15]([NH:14][C@:3]3([C:11]([OH:13])=[O:12])[C@@H:4]([C:5]4[CH:6]=[CH:7][CH:8]=[CH:9][CH:10]=4)[C@H:2]3[CH3:1])(=[O:16])=[O:17])=[CH:22][CH:21]=2)[CH:27]=1)#[CH:29]. The yield is 0.980.